The task is: Predict the reactants needed to synthesize the given product.. This data is from Full USPTO retrosynthesis dataset with 1.9M reactions from patents (1976-2016). Given the product [F:44][C:43]([F:46])([F:45])[C:41]([OH:47])=[O:42].[NH2:7][C@@H:8]([CH2:9][CH2:10][C:11]1[CH:16]=[CH:15][CH:14]=[CH:13][CH:12]=1)[CH2:17][N-:18][C:19]1[CH:20]=[C:21]2[C:37](=[O:38])[NH:36][N:35]=[CH:34][C:23]3=[C:24]([C:28]4[CH:29]=[CH:30][CH:31]=[CH:32][CH:33]=4)[NH:25][C:26]([CH:27]=1)=[C:22]23, predict the reactants needed to synthesize it. The reactants are: C(OC(=O)[NH:7][C@H:8]([C:17](=O)[NH:18][C:19]1[CH:20]=[C:21]2[C:37](=[O:38])[NH:36][N:35]=[CH:34][C:23]3=[C:24]([C:28]4[CH:33]=[CH:32][CH:31]=[CH:30][CH:29]=4)[NH:25][C:26]([CH:27]=1)=[C:22]23)[CH2:9][CH2:10][C:11]1[CH:16]=[CH:15][CH:14]=[CH:13][CH:12]=1)(C)(C)C.[C:41]([OH:47])([C:43]([F:46])([F:45])[F:44])=[O:42].